From a dataset of Reaction yield outcomes from USPTO patents with 853,638 reactions. Predict the reaction yield, written as a fraction of the theoretical maximum amount of product (1.0 means a 100% yield; for example, 0.34 means a 34% yield). (1) The reactants are Cl[C:2]1[CH:3]=[CH:4][C:5]2[N:6]([C:8]([CH2:15][N:16]3[CH2:20][CH:19]([CH:21]=[C:22]([F:24])[F:23])[CH2:18][C:17]3=[O:25])=[C:9]([C:11]([F:14])([F:13])[F:12])[N:10]=2)[N:7]=1.[CH3:26][O-:27].[Na+].O. The catalyst is CO.CCOC(C)=O.O(C(C)C)C(C)C. The product is [F:23][C:22]([F:24])=[CH:21][CH:19]1[CH2:20][N:16]([CH2:15][C:8]2[N:6]3[N:7]=[C:2]([O:27][CH3:26])[CH:3]=[CH:4][C:5]3=[N:10][C:9]=2[C:11]([F:14])([F:13])[F:12])[C:17](=[O:25])[CH2:18]1. The yield is 0.930. (2) The reactants are [Cl:1][C:2]1[N:7]=[C:6]([NH2:8])[CH:5]=[CH:4][CH:3]=1.C[Al](C)C.[F:13][C:14]1[CH:19]=[CH:18][C:17]([N:20]2[C:24]([CH3:25])=[C:23]([C:26](OCC)=[O:27])[N:22]=[N:21]2)=[CH:16][CH:15]=1.CO. The catalyst is O1CCOCC1. The product is [Cl:1][C:2]1[N:7]=[C:6]([NH:8][C:26]([C:23]2[N:22]=[N:21][N:20]([C:17]3[CH:18]=[CH:19][C:14]([F:13])=[CH:15][CH:16]=3)[C:24]=2[CH3:25])=[O:27])[CH:5]=[CH:4][CH:3]=1. The yield is 0.109.